From a dataset of Peptide-MHC class II binding affinity with 134,281 pairs from IEDB. Regression. Given a peptide amino acid sequence and an MHC pseudo amino acid sequence, predict their binding affinity value. This is MHC class II binding data. (1) The peptide sequence is EKKYFAATQFNPLAA. The MHC is HLA-DQA10301-DQB10302 with pseudo-sequence HLA-DQA10301-DQB10302. The binding affinity (normalized) is 0.126. (2) The peptide sequence is VNYWFAPGAAAAPLS. The MHC is DRB1_0401 with pseudo-sequence DRB1_0401. The binding affinity (normalized) is 0.663. (3) The peptide sequence is VLMEWLKTRPILSPLTKGIL. The MHC is HLA-DPA10201-DPB10101 with pseudo-sequence HLA-DPA10201-DPB10101. The binding affinity (normalized) is 0.794.